Dataset: Forward reaction prediction with 1.9M reactions from USPTO patents (1976-2016). Task: Predict the product of the given reaction. (1) Given the reactants [C:1]([O:5][C:6]([N:8]([C:44]([O:46][C:47]([CH3:50])([CH3:49])[CH3:48])=[O:45])[C:9]1[C:18]2[C:13](=[CH:14][C:15]([NH:19][CH:20]([C:34]3[CH:39]=[CH:38][C:37]([C@@H:40]([CH3:43])[CH2:41][OH:42])=[CH:36][CH:35]=3)[C:21]([NH:23][CH2:24][C:25]3[CH:30]=[CH:29][CH:28]=[C:27]([N+:31]([O-])=O)[CH:26]=3)=[O:22])=[CH:16][CH:17]=2)[CH:12]=[CH:11][N:10]=1)=[O:7])([CH3:4])([CH3:3])[CH3:2].NC1C=C(C=CC=1)CNC(=O)C(NC1C=C2C(=CC=1)C(N(C(OC(C)(C)C)=O)C(OC(C)(C)C)=O)=NC=C2)C1C=CC(CC(O)CC)=CC=1, predict the reaction product. The product is: [NH2:31][C:27]1[CH:26]=[C:25]([CH:30]=[CH:29][CH:28]=1)[CH2:24][NH:23][C:21](=[O:22])[CH:20]([NH:19][C:15]1[CH:14]=[C:13]2[C:18](=[CH:17][CH:16]=1)[C:9]([N:8]([C:44]([O:46][C:47]([CH3:50])([CH3:49])[CH3:48])=[O:45])[C:6]([O:5][C:1]([CH3:3])([CH3:4])[CH3:2])=[O:7])=[N:10][CH:11]=[CH:12]2)[C:34]1[CH:35]=[CH:36][C:37]([C@@H:40]([CH3:43])[CH2:41][OH:42])=[CH:38][CH:39]=1. (2) Given the reactants [NH2:1][CH2:2][C:3]1[CH:4]=[C:5]([CH:9]=[CH:10][CH:11]=1)[N:6]([CH3:8])[CH3:7].[O:12]1[CH2:14][C@@H:13]1[C@@H:15]([NH:23][C:24](=[O:30])[O:25][C:26]([CH3:29])([CH3:28])[CH3:27])[CH2:16][C:17]1[CH:22]=[CH:21][CH:20]=[CH:19][CH:18]=1, predict the reaction product. The product is: [CH3:7][N:6]([CH3:8])[C:5]1[CH:4]=[C:3]([CH:11]=[CH:10][CH:9]=1)[CH2:2][NH:1][CH2:14][C@@H:13]([OH:12])[C@@H:15]([NH:23][C:24](=[O:30])[O:25][C:26]([CH3:28])([CH3:27])[CH3:29])[CH2:16][C:17]1[CH:22]=[CH:21][CH:20]=[CH:19][CH:18]=1. (3) Given the reactants [CH3:1][C:2]1[C:10]2[C:5](=[CH:6][CH:7]=[CH:8][CH:9]=2)[NH:4][C:3]=1[C:11]([O:13][CH2:14][CH3:15])=[O:12].C(=O)([O-])[O-].[K+].[K+].[Cl:22][C:23]1[CH:30]=[CH:29][C:26]([CH2:27]Cl)=[CH:25][CH:24]=1.C(OCC)C, predict the reaction product. The product is: [Cl:22][C:23]1[CH:30]=[CH:29][C:26]([CH2:27][N:4]2[C:5]3[C:10](=[CH:9][CH:8]=[CH:7][CH:6]=3)[C:2]([CH3:1])=[C:3]2[C:11]([O:13][CH2:14][CH3:15])=[O:12])=[CH:25][CH:24]=1. (4) Given the reactants [Na].[CH2:2]([OH:9])[C:3]1[CH:8]=[CH:7][CH:6]=[CH:5][CH:4]=1.Cl[C:11]1[N:16]=[C:15](Cl)[C:14]([CH:18]([CH3:20])[CH3:19])=[C:13]([O:21][C:22]2[CH:27]=[C:26]([CH3:28])[CH:25]=[C:24]([CH3:29])[C:23]=2[CH3:30])[N:12]=1.C([O:34][CH2:35][CH3:36])(=O)C, predict the reaction product. The product is: [CH2:2]([O:9][C:11]1[N:16]=[C:15]([O:34][CH2:35][C:36]2[CH:7]=[CH:8][CH:3]=[CH:4][CH:5]=2)[C:14]([CH:18]([CH3:20])[CH3:19])=[C:13]([O:21][C:22]2[CH:27]=[C:26]([CH3:28])[CH:25]=[C:24]([CH3:29])[C:23]=2[CH3:30])[N:12]=1)[C:3]1[CH:8]=[CH:7][CH:6]=[CH:5][CH:4]=1. (5) Given the reactants CC1(C)C(C)(C)OB([C:9]2[CH:14]=[CH:13][C:12]([S:15]([C:18]3[C:19]([CH3:24])=[CH:20][CH:21]=[CH:22][CH:23]=3)(=[O:17])=[O:16])=[CH:11][CH:10]=2)O1.[CH3:26][O:27][C:28](=[O:50])[CH2:29][C:30]1[C:39]([CH3:40])=[C:38](OS(C(F)(F)F)(=O)=O)[C:37]2[C:32](=[CH:33][CH:34]=[C:35]([F:49])[CH:36]=2)[CH:31]=1.[O-]P([O-])([O-])=O.[K+].[K+].[K+].C1(P(C2CCCCC2)C2C=CC=CC=2C2C(OC)=CC=CC=2OC)CCCCC1, predict the reaction product. The product is: [CH3:26][O:27][C:28](=[O:50])[CH2:29][C:30]1[C:39]([CH3:40])=[C:38]([C:9]2[CH:10]=[CH:11][C:12]([S:15]([C:18]3[C:19]([CH3:24])=[CH:20][CH:21]=[CH:22][CH:23]=3)(=[O:16])=[O:17])=[CH:13][CH:14]=2)[C:37]2[C:32](=[CH:33][CH:34]=[C:35]([F:49])[CH:36]=2)[CH:31]=1. (6) Given the reactants [CH3:1][C:2]1[C:3]2[CH:4]=[C:5]([OH:35])[CH:6]=[CH:7][C:8]=2[N:9]([CH2:18][C:19]2[CH:20]=[CH:21][C:22]([O:25][CH2:26][CH2:27][N:28]3[CH2:34][CH2:33][CH2:32][CH2:31][CH2:30][CH2:29]3)=[CH:23][CH:24]=2)[C:10]=1[C:11]1[CH:12]=[CH:13][C:14]([OH:17])=[CH:15][CH:16]=1.CC(O)=O, predict the reaction product. The product is: [CH3:1][C:2]1[C:3]2[CH:4]=[C:5]([OH:35])[CH:6]=[CH:7][C:8]=2[N:9]([CH2:18][C:19]2[CH:24]=[CH:23][C:22]([O:25][CH2:26][CH2:27][N:28]3[CH2:29][CH2:30][CH2:31][CH2:32][CH2:33][CH2:34]3)=[CH:21][CH:20]=2)[C:10]=1[C:11]1[CH:12]=[CH:13][C:14]([OH:17])=[CH:15][CH:16]=1.